This data is from NCI-60 drug combinations with 297,098 pairs across 59 cell lines. The task is: Regression. Given two drug SMILES strings and cell line genomic features, predict the synergy score measuring deviation from expected non-interaction effect. (1) Drug 1: CC1OCC2C(O1)C(C(C(O2)OC3C4COC(=O)C4C(C5=CC6=C(C=C35)OCO6)C7=CC(=C(C(=C7)OC)O)OC)O)O. Drug 2: CC1=CC2C(CCC3(C2CCC3(C(=O)C)OC(=O)C)C)C4(C1=CC(=O)CC4)C. Cell line: NCIH23. Synergy scores: CSS=53.3, Synergy_ZIP=4.25, Synergy_Bliss=3.58, Synergy_Loewe=-35.5, Synergy_HSA=1.80. (2) Drug 1: CNC(=O)C1=NC=CC(=C1)OC2=CC=C(C=C2)NC(=O)NC3=CC(=C(C=C3)Cl)C(F)(F)F. Drug 2: CC1CCCC2(C(O2)CC(NC(=O)CC(C(C(=O)C(C1O)C)(C)C)O)C(=CC3=CSC(=N3)C)C)C. Cell line: MOLT-4. Synergy scores: CSS=71.1, Synergy_ZIP=10.4, Synergy_Bliss=14.0, Synergy_Loewe=-24.1, Synergy_HSA=6.09. (3) Drug 1: CC1=C(C(=CC=C1)Cl)NC(=O)C2=CN=C(S2)NC3=CC(=NC(=N3)C)N4CCN(CC4)CCO. Synergy scores: CSS=57.9, Synergy_ZIP=-2.38, Synergy_Bliss=-2.45, Synergy_Loewe=1.13, Synergy_HSA=3.02. Cell line: HT29. Drug 2: C1CCC(C(C1)N)N.C(=O)(C(=O)[O-])[O-].[Pt+4]. (4) Drug 1: CN1CCC(CC1)COC2=C(C=C3C(=C2)N=CN=C3NC4=C(C=C(C=C4)Br)F)OC. Drug 2: CC1C(C(CC(O1)OC2CC(CC3=C2C(=C4C(=C3O)C(=O)C5=C(C4=O)C(=CC=C5)OC)O)(C(=O)C)O)N)O.Cl. Cell line: OVCAR3. Synergy scores: CSS=35.3, Synergy_ZIP=0.921, Synergy_Bliss=3.39, Synergy_Loewe=3.31, Synergy_HSA=5.03.